This data is from Reaction yield outcomes from USPTO patents with 853,638 reactions. The task is: Predict the reaction yield, written as a fraction of the theoretical maximum amount of product (1.0 means a 100% yield; for example, 0.34 means a 34% yield). The reactants are [F:1][C:2]1[CH:7]=[CH:6][C:5]([C:8]2[C:12](/[CH:13]=[CH:14]/[C:15]3[CH:16]=[C:17]([C:20]([OH:22])=O)[NH:18][N:19]=3)=[C:11]([CH3:23])[O:10][N:9]=2)=[CH:4][CH:3]=1.C([O-])(=O)C([O-])=O.[CH2:30]1[C:33]2([CH2:36][NH2+:35][CH2:34]2)[CH2:32][O:31]1.[CH2:30]1[C:33]2([CH2:36][NH2+:35][CH2:34]2)[CH2:32][O:31]1. No catalyst specified. The product is [F:1][C:2]1[CH:3]=[CH:4][C:5]([C:8]2[C:12](/[CH:13]=[CH:14]/[C:15]3[CH:16]=[C:17]([C:20]([N:35]4[CH2:36][C:33]5([CH2:30][O:31][CH2:32]5)[CH2:34]4)=[O:22])[NH:18][N:19]=3)=[C:11]([CH3:23])[O:10][N:9]=2)=[CH:6][CH:7]=1. The yield is 0.370.